Task: Predict the reactants needed to synthesize the given product.. Dataset: Full USPTO retrosynthesis dataset with 1.9M reactions from patents (1976-2016) Given the product [Br:24][CH2:21][C:4]1[CH:3]=[C:2]([Cl:1])[C:7]([O:8][C:9]2[CH:14]=[CH:13][C:12]([OH:15])=[C:11]([CH:17]([CH3:19])[CH3:18])[CH:10]=2)=[C:6]([Cl:20])[CH:5]=1, predict the reactants needed to synthesize it. The reactants are: [Cl:1][C:2]1[CH:3]=[C:4]([CH2:21]O)[CH:5]=[C:6]([Cl:20])[C:7]=1[O:8][C:9]1[CH:14]=[CH:13][C:12]([O:15]C)=[C:11]([CH:17]([CH3:19])[CH3:18])[CH:10]=1.B(Br)(Br)[Br:24].